Predict the product of the given reaction. From a dataset of Forward reaction prediction with 1.9M reactions from USPTO patents (1976-2016). (1) Given the reactants [CH2:1]([O:8][N:9]([CH2:22][C:23]#[C:24][P:25](=[O:32])([O:29][CH2:30][CH3:31])[O:26][CH2:27][CH3:28])[S:10]([C:13]1[CH:18]=[CH:17][CH:16]=[CH:15][C:14]=1[N+:19]([O-:21])=[O:20])(=[O:12])=[O:11])[C:2]1[CH:7]=[CH:6][CH:5]=[CH:4][CH:3]=1.[CH2:33]([SnH:37]([CH2:42][CH2:43][CH2:44][CH3:45])[CH2:38][CH2:39][CH2:40][CH3:41])[CH2:34][CH2:35][CH3:36], predict the reaction product. The product is: [CH2:1]([O:8][N:9]([CH2:22]/[CH:23]=[C:24](\[P:25](=[O:32])([O:29][CH2:30][CH3:31])[O:26][CH2:27][CH3:28])/[Sn:37]([CH2:38][CH2:39][CH2:40][CH3:41])([CH2:42][CH2:43][CH2:44][CH3:45])[CH2:33][CH2:34][CH2:35][CH3:36])[S:10]([C:13]1[CH:18]=[CH:17][CH:16]=[CH:15][C:14]=1[N+:19]([O-:21])=[O:20])(=[O:12])=[O:11])[C:2]1[CH:3]=[CH:4][CH:5]=[CH:6][CH:7]=1. (2) Given the reactants [CH3:1][C:2]1[CH:7]=[CH:6][N:5]=[C:4]([NH:8][C:9]2[CH:14]=[CH:13][CH:12]=[C:11]([C:15]3[O:19][CH:18]=[N:17][CH:16]=3)[N:10]=2)[CH:3]=1.Br[CH:21]=[CH:22][C:23]1[CH:30]=[CH:29][C:26]([C:27]#[N:28])=[CH:25][CH:24]=1.O(C(C)(C)C)[Li].O1CCOCC1, predict the reaction product. The product is: [CH3:1][C:2]1[CH:7]=[CH:6][N:5]=[C:4]([NH:8][C:9]2[N:10]=[C:11]([C:15]3[O:19][C:18]([CH:21]=[CH:22][C:23]4[CH:30]=[CH:29][C:26]([C:27]#[N:28])=[CH:25][CH:24]=4)=[N:17][CH:16]=3)[CH:12]=[CH:13][CH:14]=2)[CH:3]=1. (3) The product is: [NH:30]1[C:31]2[C:27](=[C:26]([C:17]3[N:18]=[C:19]([N:20]4[CH2:21][CH2:22][O:23][CH2:24][CH2:25]4)[C:14]4[CH:13]=[C:12]([CH2:11][N:8]5[CH2:9][CH2:10][N:5]([S:2]([CH3:1])(=[O:3])=[O:4])[CH2:6][CH2:7]5)[S:41][C:15]=4[N:16]=3)[CH:34]=[CH:33][CH:32]=2)[CH:28]=[N:29]1. Given the reactants [CH3:1][S:2]([N:5]1[CH2:10][CH2:9][N:8]([CH2:11][C:12]2[S:41][C:15]3[N:16]=[C:17]([C:26]4[C:27]5[C:31]([CH:32]=[CH:33][CH:34]=4)=[N:30][N:29](C4CCCCO4)[CH:28]=5)[N:18]=[C:19]([N:20]4[CH2:25][CH2:24][O:23][CH2:22][CH2:21]4)[C:14]=3[CH:13]=2)[CH2:7][CH2:6]1)(=[O:4])=[O:3].CO.S(=O)(=O)(O)O, predict the reaction product. (4) Given the reactants Br[C:2]1[C:10]2[N:9]3[CH2:11][CH2:12][NH:13][C:14](=[O:15])[C:8]3=[CH:7][C:6]=2[C:5]([F:16])=[C:4]([F:17])[CH:3]=1.[F:18][C:19]1[CH:24]=[CH:23][C:22](B(O)O)=[CH:21][CH:20]=1, predict the reaction product. The product is: [F:17][C:4]1[CH:3]=[C:2]([C:22]2[CH:23]=[CH:24][C:19]([F:18])=[CH:20][CH:21]=2)[C:10]2[N:9]3[CH2:11][CH2:12][NH:13][C:14](=[O:15])[C:8]3=[CH:7][C:6]=2[C:5]=1[F:16]. (5) Given the reactants [O:1]1[C:6]2[CH:7]=[CH:8][C:9]([C:11]3[C:12]([CH:18]([O:24][C:25]([CH3:28])([CH3:27])[CH3:26])[C:19]([O:21]CC)=[O:20])=[C:13]([CH3:17])[S:14][C:15]=3[CH3:16])=[CH:10][C:5]=2[CH2:4][CH2:3][CH2:2]1.[OH-].[K+], predict the reaction product. The product is: [C:25]([O:24][CH:18]([C:12]1[C:11]([C:9]2[CH:8]=[CH:7][C:6]3[O:1][CH2:2][CH2:3][CH2:4][C:5]=3[CH:10]=2)=[C:15]([CH3:16])[S:14][C:13]=1[CH3:17])[C:19]([OH:21])=[O:20])([CH3:28])([CH3:27])[CH3:26]. (6) Given the reactants [S:1](=[O:3])=[O:2].[ClH:4].Cl.[Cl:6][C:7]1[CH:13]=[CH:12][C:11](C)=[CH:10][C:8]=1N.N([O-])=O.[Na+].[C:19]([OH:22])(=O)C, predict the reaction product. The product is: [Cl:6][C:7]1[CH:13]=[CH:12][C:11]([O:22][CH3:19])=[CH:10][C:8]=1[S:1]([Cl:4])(=[O:3])=[O:2]. (7) Given the reactants [CH3:1][C:2]1[CH:10]=[C:9]([N+:11]([O-:13])=[O:12])[C:8]2[CH2:7][CH2:6][CH2:5][C:4]=2[C:3]=1[OH:14].F[B-](F)(F)F.[CH3:20][O:21][C:22]1[CH:27]=[CH:26][C:25]([I+][C:25]2[CH:26]=[CH:27][C:22]([O:21][CH3:20])=[CH:23][CH:24]=2)=[CH:24][CH:23]=1.C(N(CC)CC)C, predict the reaction product. The product is: [CH3:20][O:21][C:22]1[CH:27]=[CH:26][C:25]([O:14][C:3]2[C:2]([CH3:1])=[CH:10][C:9]([N+:11]([O-:13])=[O:12])=[C:8]3[C:4]=2[CH2:5][CH2:6][CH2:7]3)=[CH:24][CH:23]=1.